This data is from NCI-60 drug combinations with 297,098 pairs across 59 cell lines. The task is: Regression. Given two drug SMILES strings and cell line genomic features, predict the synergy score measuring deviation from expected non-interaction effect. (1) Drug 1: C1CN1C2=NC(=NC(=N2)N3CC3)N4CC4. Drug 2: CC(CN1CC(=O)NC(=O)C1)N2CC(=O)NC(=O)C2. Cell line: SF-539. Synergy scores: CSS=57.7, Synergy_ZIP=-3.48, Synergy_Bliss=-5.17, Synergy_Loewe=-11.5, Synergy_HSA=-3.05. (2) Synergy scores: CSS=33.9, Synergy_ZIP=-4.51, Synergy_Bliss=-1.08, Synergy_Loewe=-6.23, Synergy_HSA=0.0286. Cell line: LOX IMVI. Drug 1: CC1CCC2CC(C(=CC=CC=CC(CC(C(=O)C(C(C(=CC(C(=O)CC(OC(=O)C3CCCCN3C(=O)C(=O)C1(O2)O)C(C)CC4CCC(C(C4)OC)O)C)C)O)OC)C)C)C)OC. Drug 2: CCN(CC)CCCC(C)NC1=C2C=C(C=CC2=NC3=C1C=CC(=C3)Cl)OC.